From a dataset of Forward reaction prediction with 1.9M reactions from USPTO patents (1976-2016). Predict the product of the given reaction. (1) Given the reactants [CH2:1]([N:3]([CH2:13][CH3:14])[C:4](=[O:12])[C:5]1[CH:10]=[CH:9][CH:8]=[CH:7][C:6]=1[Cl:11])[CH3:2].[CH3:15][Si:16](Cl)([CH3:23])[C:17]1[CH:22]=[CH:21][CH:20]=[CH:19][CH:18]=1, predict the reaction product. The product is: [CH2:13]([N:3]([CH2:1][CH3:2])[C:4](=[O:12])[C:5]1[C:10]([Si:16]([CH3:23])([CH3:15])[C:17]2[CH:22]=[CH:21][CH:20]=[CH:19][CH:18]=2)=[CH:9][CH:8]=[CH:7][C:6]=1[Cl:11])[CH3:14]. (2) Given the reactants [CH2:1](Br)[C:2]([C:4]1[CH:9]=[CH:8][CH:7]=[CH:6][CH:5]=1)=[O:3].C(=O)([O-])[O-].[K+].[K+].[Cl:17][C:18]1[CH:50]=[CH:49][CH:48]=[CH:47][C:19]=1[CH2:20][C:21]1[C:22]([N:33]2[CH2:38][CH2:37][CH2:36][C@@H:35]([NH:39][C:40](=[O:46])[O:41][C:42]([CH3:45])([CH3:44])[CH3:43])[CH2:34]2)=[N:23][N:24]2[CH:29]=[C:28]([CH2:30][CH3:31])[NH:27][C:26](=[O:32])[C:25]=12.O, predict the reaction product. The product is: [Cl:17][C:18]1[CH:50]=[CH:49][CH:48]=[CH:47][C:19]=1[CH2:20][C:21]1[C:22]([N:33]2[CH2:38][CH2:37][CH2:36][C@@H:35]([NH:39][C:40](=[O:46])[O:41][C:42]([CH3:44])([CH3:45])[CH3:43])[CH2:34]2)=[N:23][N:24]2[CH:29]=[C:28]([CH2:30][CH3:31])[N:27]([CH2:1][C:2](=[O:3])[C:4]3[CH:9]=[CH:8][CH:7]=[CH:6][CH:5]=3)[C:26](=[O:32])[C:25]=12. (3) Given the reactants [F:1][C:2]1[CH:3]=[CH:4][C:5]([CH3:19])=[C:6]([C:8]2[CH:17]=[C:16]3[C:11]([CH:12]=[C:13]([NH2:18])[N:14]=[CH:15]3)=[CH:10][CH:9]=2)[CH:7]=1.[Cl:20]CCl, predict the reaction product. The product is: [Cl:20][C:12]1[C:11]2[C:16](=[CH:17][C:8]([C:6]3[CH:7]=[C:2]([F:1])[CH:3]=[CH:4][C:5]=3[CH3:19])=[CH:9][CH:10]=2)[CH:15]=[N:14][C:13]=1[NH2:18]. (4) Given the reactants [CH3:1][Mg]Cl.C([C:6]1[N:7]([CH2:21][O:22][CH2:23][CH2:24][Si:25]([CH3:28])([CH3:27])[CH3:26])[N:8]=[C:9]2[C:14]=1C=[CH:12][C:11](C(N(OC)C)=O)=[CH:10]2)C.[O:29]1[CH2:33][CH2:32][CH2:31][CH2:30]1, predict the reaction product. The product is: [CH2:14]([C:9]1[C:10]2[C:30](=[CH:31][C:32]([C:33](=[O:29])[CH3:1])=[CH:12][CH:11]=2)[N:7]([CH2:21][O:22][CH2:23][CH2:24][Si:25]([CH3:26])([CH3:27])[CH3:28])[N:8]=1)[CH3:6]. (5) Given the reactants Cl[C:2]1[CH:7]=[CH:6][N:5]=[C:4]([C:8]([OH:10])=[O:9])[CH:3]=1.[NH2:11][CH2:12][CH:13]1[CH2:18][CH2:17][N:16]([C:19]([O:21][CH2:22][C:23]2[CH:28]=[CH:27][CH:26]=[CH:25][CH:24]=2)=[O:20])[CH2:15][CH2:14]1, predict the reaction product. The product is: [CH2:22]([O:21][C:19]([N:16]1[CH2:17][CH2:18][CH:13]([CH2:12][NH:11][C:2]2[CH:7]=[CH:6][N:5]=[C:4]([C:8]([OH:10])=[O:9])[CH:3]=2)[CH2:14][CH2:15]1)=[O:20])[C:23]1[CH:28]=[CH:27][CH:26]=[CH:25][CH:24]=1. (6) Given the reactants [Br:1][C:2]1[CH:8]=[CH:7][C:5]([NH2:6])=[C:4]([N+:9]([O-])=O)[CH:3]=1.C(O)C.O.O.[Sn](Cl)(Cl)(Cl)Cl.C(=O)(O)[O-].[Na+], predict the reaction product. The product is: [Br:1][C:2]1[CH:8]=[CH:7][C:5]([NH2:6])=[C:4]([NH2:9])[CH:3]=1. (7) The product is: [F:15][C:16]1[C:24]([O:26][CH3:2])=[CH:23][CH:22]=[C:21]([C:7]2[CH:8]=[CH:9][CH:10]=[CH:11][CH:12]=2)[C:17]=1[C:18]([OH:20])=[O:19]. Given the reactants [Li][CH2:2]CCC.Br[C:7]1[CH:12]=[CH:11][C:10](OC)=[CH:9][CH:8]=1.[F:15][C:16]1[CH:24]=[CH:23][CH:22]=[C:21](F)[C:17]=1[C:18]([OH:20])=[O:19].[OH2:26], predict the reaction product. (8) Given the reactants [CH2:1]([O:8][C:9]1[CH:10]=[CH:11][C:12]([CH3:17])=[C:13]([CH:16]=1)[CH:14]=O)[C:2]1[CH:7]=[CH:6][CH:5]=[CH:4][CH:3]=1.C1(P(=[CH:37][C:38]([O:40][CH2:41][CH3:42])=[O:39])(C2C=CC=CC=2)C2C=CC=CC=2)C=CC=CC=1, predict the reaction product. The product is: [CH2:1]([O:8][C:9]1[CH:10]=[CH:11][C:12]([CH3:17])=[C:13]([CH:14]=[CH:37][C:38]([O:40][CH2:41][CH3:42])=[O:39])[CH:16]=1)[C:2]1[CH:7]=[CH:6][CH:5]=[CH:4][CH:3]=1. (9) Given the reactants [C:1]([O-:7])(=[O:6])[CH2:2][CH2:3][CH2:4]C.[Co+2:8].[C:9]([O-:15])(=[O:14])[CH2:10][CH2:11][CH2:12]C.[N:16]1[C:24]([NH2:25])=[C:23]2[C:19]([N:20]=[CH:21][NH:22]2)=[N:18][CH:17]=1.O, predict the reaction product. The product is: [C:1]([O-:7])(=[O:6])[CH2:2][CH2:3][CH3:4].[Co+2:8].[C:9]([O-:15])(=[O:14])[CH2:10][CH2:11][CH3:12].[N:16]1[C:24]([NH2:25])=[C:23]2[C:19]([N:20]=[CH:21][NH:22]2)=[N:18][CH:17]=1.